Dataset: Catalyst prediction with 721,799 reactions and 888 catalyst types from USPTO. Task: Predict which catalyst facilitates the given reaction. (1) Reactant: [NH2:1][CH2:2][CH2:3][N:4]1[C:12]2[CH2:11][CH2:10][CH2:9][CH2:8][C:7]=2[CH:6]=[C:5]1[C:13]([O:15]CC)=O.[O-]CC.[Na+]. Product: [C:13]1(=[O:15])[C:5]2=[CH:6][C:7]3[CH2:8][CH2:9][CH2:10][CH2:11][C:12]=3[N:4]2[CH2:3][CH2:2][NH:1]1. The catalyst class is: 8. (2) Reactant: [NH2:1][C:2]1[CH:3]=[N:4][N:5]([C@H:7]([CH3:24])[C@:8]([C:16]2[CH:21]=[CH:20][C:19]([F:22])=[CH:18][C:17]=2[F:23])([OH:15])[CH2:9][N:10]2[CH:14]=[N:13][CH:12]=[N:11]2)[CH:6]=1.C(N(CC)CC)C.[CH2:32]([O:34][CH:35]([O:38][CH2:39][CH3:40])[CH2:36]Br)[CH3:33]. Product: [CH2:32]([O:34][CH:35]([O:38][CH2:39][CH3:40])[CH2:36][NH:1][C:2]1[CH:3]=[N:4][N:5]([C@H:7]([CH3:24])[C@:8]([C:16]2[CH:21]=[CH:20][C:19]([F:22])=[CH:18][C:17]=2[F:23])([OH:15])[CH2:9][N:10]2[CH:14]=[N:13][CH:12]=[N:11]2)[CH:6]=1)[CH3:33]. The catalyst class is: 9. (3) Reactant: [CH2:1]([N:8]1[C:16]2[C:15](=[O:17])[NH:14][C:13](=[O:18])[N:12]([CH3:19])[C:11]=2[N:10]=[CH:9]1)[C:2]1[CH:7]=[CH:6][CH:5]=[CH:4][CH:3]=1.[H-].[Na+].[C:22]([O:25][C@H:26]([CH3:32])[CH2:27][CH2:28][CH2:29][CH2:30][Br:31])(=[O:24])[CH3:23]. Product: [C:22]([O:25][C@H:26]([CH3:32])[CH2:27][CH2:28][CH2:29][CH2:30][Br:31])(=[O:24])[CH3:23].[C:22]([O:25][C@H:26]([CH3:32])[CH2:27][CH2:28][CH2:29][CH2:30][N:14]1[C:15](=[O:17])[C:16]2[N:8]([CH2:1][C:2]3[CH:7]=[CH:6][CH:5]=[CH:4][CH:3]=3)[CH:9]=[N:10][C:11]=2[N:12]([CH3:19])[C:13]1=[O:18])(=[O:24])[CH3:23]. The catalyst class is: 16.